Dataset: Full USPTO retrosynthesis dataset with 1.9M reactions from patents (1976-2016). Task: Predict the reactants needed to synthesize the given product. (1) Given the product [NH2:12][CH2:11][C:4]1[C:5](=[O:10])[NH:6][C:7]([CH3:9])=[CH:8][C:3]=1[CH2:1][CH3:2], predict the reactants needed to synthesize it. The reactants are: [CH2:1]([C:3]1[CH:8]=[C:7]([CH3:9])[NH:6][C:5](=[O:10])[C:4]=1[C:11]#[N:12])[CH3:2].N. (2) Given the product [Cl:8][CH2:9][C:10]1([CH2:12][Cl:13])[O:6][CH2:5][C:3]([CH3:4])([CH3:7])[O:11]1, predict the reactants needed to synthesize it. The reactants are: OC[C:3]([CH3:7])([CH2:5][OH:6])[CH3:4].[Cl:8][CH2:9][C:10]([CH2:12][Cl:13])=[O:11].C1C=CC=CC=1.C(=O)(O)[O-].[Na+]. (3) Given the product [CH:27]1([S:24]([NH:23][C:21]([C:15]23[CH2:14][CH:13]2[CH:12]=[CH:11][CH2:10][CH2:9][CH2:8][CH2:7][N:6]([CH3:30])[C:5](=[O:31])[CH:4]2[CH:18]([CH2:19][CH:2]([O:1][C:32](=[O:35])[NH:41][C:42]4[CH:49]=[C:48]([O:50][CH3:51])[CH:47]=[C:44]([C:45]#[N:46])[CH:43]=4)[CH2:3]2)[C:17](=[O:20])[NH:16]3)=[O:22])(=[O:26])=[O:25])[CH2:28][CH2:29]1, predict the reactants needed to synthesize it. The reactants are: [OH:1][CH:2]1[CH2:19][CH:18]2[CH:4]([C:5](=[O:31])[N:6]([CH3:30])[CH2:7][CH2:8][CH2:9][CH2:10][CH:11]=[CH:12][CH:13]3[C:15]([C:21]([NH:23][S:24]([CH:27]4[CH2:29][CH2:28]4)(=[O:26])=[O:25])=[O:22])([NH:16][C:17]2=[O:20])[CH2:14]3)[CH2:3]1.[C:32](=[O:35])(O)[O-].[Na+].C(Cl)(Cl)=O.[NH2:41][C:42]1[CH:43]=[C:44]([CH:47]=[C:48]([O:50][CH3:51])[CH:49]=1)[C:45]#[N:46].C(=O)([O-])[O-].[K+].[K+].C(=O)([O-])N.